Task: Binary Classification. Given a drug SMILES string, predict its activity (active/inactive) in a high-throughput screening assay against a specified biological target.. Dataset: Choline transporter screen with 302,306 compounds (1) The compound is O=C(N)C=1C(n2[nH]c(nc2=NC1C)c1ccc(OC)cc1)c1ccncc1. The result is 0 (inactive). (2) The drug is Clc1c(Nc2scc(n2)C(=O)NCc2occc2)cccc1. The result is 0 (inactive). (3) The drug is o1nc(cc1c1ccc(OC)cc1)C(=O)Nc1cc(OC)c(OC)c(OC)c1. The result is 0 (inactive). (4) The molecule is Clc1c(SCCC(OCC(=O)N2c3c(NC(=O)C2)cccc3)=O)cccc1. The result is 0 (inactive). (5) The molecule is O=C(NC1CC(Cc2n(ncc12)c1ccc(OC)cc1)(C)C)CCCN1CCCC1=O. The result is 0 (inactive). (6) The molecule is S(=O)(=O)(C1(CC1)C(=O)NC1CCCCC1)c1ccc(cc1)C. The result is 0 (inactive). (7) The molecule is O(c1cc(ccc1)C)CC(=O)NCC(=O)NN\C=C1\C(=O)C(OC)=CC=C1. The result is 0 (inactive).